This data is from Catalyst prediction with 721,799 reactions and 888 catalyst types from USPTO. The task is: Predict which catalyst facilitates the given reaction. (1) Reactant: [OH:1][C:2]1([C:16]([O:18]CC)=O)[C:10]2[C:5](=[C:6]([O:14][CH3:15])[C:7]([N+:11]([O-:13])=[O:12])=[CH:8][CH:9]=2)[CH2:4][CH2:3]1.ClC(Cl)(Cl)[C:23]([N:25]=C=O)=[O:24].C(N(CC)CC)C. Product: [CH3:15][O:14][C:6]1[C:7]([N+:11]([O-:13])=[O:12])=[CH:8][CH:9]=[C:10]2[C:5]=1[CH2:4][CH2:3][C:2]12[O:1][C:23](=[O:24])[NH:25][C:16]1=[O:18]. The catalyst class is: 4. (2) Reactant: Cl[CH2:2][C:3]1[S:7][C:6]([C:8]2[CH:13]=[CH:12][CH:11]=[CH:10][CH:9]=2)=[N:5][C:4]=1[CH3:14].[O:15]=[CH:16][C:17]1[CH:25]=[CH:24][C:22]([OH:23])=[C:19]([O:20][CH3:21])[CH:18]=1.C(=O)([O-])[O-].[K+].[K+].CN(C)C=O. Product: [CH3:21][O:20][C:19]1[CH:18]=[C:17]([CH:25]=[CH:24][C:22]=1[O:23][CH2:2][C:3]1[S:7][C:6]([C:8]2[CH:13]=[CH:12][CH:11]=[CH:10][CH:9]=2)=[N:5][C:4]=1[CH3:14])[CH:16]=[O:15]. The catalyst class is: 6. (3) Product: [CH2:21]([O:13][C:12]1[C:2]([Cl:1])=[CH:3][C:4]([C:5]([O:7][CH2:8][CH3:9])=[O:6])=[CH:10][C:11]=1[Cl:14])[C:22]1[CH:27]=[CH:26][CH:25]=[CH:24][CH:23]=1. The catalyst class is: 9. Reactant: [Cl:1][C:2]1[CH:3]=[C:4]([CH:10]=[C:11]([Cl:14])[C:12]=1[OH:13])[C:5]([O:7][CH2:8][CH3:9])=[O:6].C(=O)([O-])[O-].[K+].[K+].[CH2:21](Br)[C:22]1[CH:27]=[CH:26][CH:25]=[CH:24][CH:23]=1. (4) Reactant: [C:1]1([C:7]([C:16]2[CH:21]=[CH:20][CH:19]=[CH:18][CH:17]=2)(O)[CH:8]2[CH2:13][CH2:12][N:11]([CH3:14])[CH2:10][CH2:9]2)[CH:6]=[CH:5][CH:4]=[CH:3][CH:2]=1.C(OCC)(=O)C.[OH-].[Na+]. Product: [C:1]1([C:7]([C:16]2[CH:21]=[CH:20][CH:19]=[CH:18][CH:17]=2)=[C:8]2[CH2:9][CH2:10][N:11]([CH3:14])[CH2:12][CH2:13]2)[CH:2]=[CH:3][CH:4]=[CH:5][CH:6]=1. The catalyst class is: 126. (5) Reactant: I[C:2]1[CH:3]=[CH:4][C:5]([O:8][CH2:9][C:10]2[CH:15]=[CH:14][C:13]([O:16][CH3:17])=[CH:12][CH:11]=2)=[N:6][CH:7]=1.[N-:18]=[N+:19]=[N-:20].[Na+].[Na].O=C1O[C@H]([C@H](CO)O)C(O)=C1O.CN(C)CCN. Product: [N:18]([C:2]1[CH:3]=[CH:4][C:5]([O:8][CH2:9][C:10]2[CH:15]=[CH:14][C:13]([O:16][CH3:17])=[CH:12][CH:11]=2)=[N:6][CH:7]=1)=[N+:19]=[N-:20]. The catalyst class is: 205. (6) Reactant: Br[C:2]1[CH:3]=[C:4]([C:15]([NH:17][CH2:18][C:19]2[C:20](=[O:27])[NH:21][C:22]([CH3:26])=[CH:23][C:24]=2[CH3:25])=[O:16])[C:5]2[CH:10]=[N:9][N:8]([CH:11]3[CH2:14][O:13][CH2:12]3)[C:6]=2[N:7]=1.[CH3:28][C:29]1([CH3:46])[CH2:34][C:33](B2OC(C)(C)C(C)(C)O2)=[CH:32][C:31]([CH3:45])([CH3:44])[NH:30]1.C([O-])([O-])=O.[Na+].[Na+].CCOC(C)=O. Product: [CH3:25][C:24]1[CH:23]=[C:22]([CH3:26])[NH:21][C:20](=[O:27])[C:19]=1[CH2:18][NH:17][C:15]([C:4]1[C:5]2[CH:10]=[N:9][N:8]([CH:11]3[CH2:14][O:13][CH2:12]3)[C:6]=2[N:7]=[C:2]([C:33]2[CH2:32][C:31]([CH3:45])([CH3:44])[NH:30][C:29]([CH3:46])([CH3:28])[CH:34]=2)[CH:3]=1)=[O:16]. The catalyst class is: 77. (7) Reactant: Cl[C:2]1[N:7]=[C:6]([NH:8][CH:9]2[CH2:11][CH2:10]2)[N:5]=[C:4]([C:12]2[CH:21]=[CH:20][C:19]3[C:14](=[CH:15][CH:16]=[CH:17][CH:18]=3)[CH:13]=2)[C:3]=1[C:22]#[N:23].[SH:24][CH2:25][C:26]([NH2:28])=[O:27].C(=O)([O-])[O-].[Na+].[Na+].[O-]CC.[Na+]. Product: [NH2:23][C:22]1[C:3]2[C:4]([C:12]3[CH:21]=[CH:20][C:19]4[C:14](=[CH:15][CH:16]=[CH:17][CH:18]=4)[CH:13]=3)=[N:5][C:6]([NH:8][CH:9]3[CH2:11][CH2:10]3)=[N:7][C:2]=2[S:24][C:25]=1[C:26]([NH2:28])=[O:27]. The catalyst class is: 8. (8) Reactant: C(OC([N:11]1[CH2:16][CH2:15][N:14]([C:17](=[O:49])[CH2:18][NH:19][C:20]([C:22]2[CH:26]=[C:25]([O:27][CH2:28][C:29]([N:31]3[CH2:35][CH2:34][CH2:33][C@H:32]3[C:36](=[O:42])[NH:37][CH:38]3[CH2:41][CH2:40][CH2:39]3)=[O:30])[N:24]([C:43]3[CH:48]=[CH:47][CH:46]=[CH:45][CH:44]=3)[N:23]=2)=[O:21])[CH2:13][CH2:12]1)=O)C1C=CC=CC=1. Product: [O:49]=[C:17]([N:14]1[CH2:15][CH2:16][NH:11][CH2:12][CH2:13]1)[CH2:18][NH:19][C:20]([C:22]1[CH:26]=[C:25]([O:27][CH2:28][C:29]([N:31]2[CH2:35][CH2:34][CH2:33][C@H:32]2[C:36](=[O:42])[NH:37][CH:38]2[CH2:39][CH2:40][CH2:41]2)=[O:30])[N:24]([C:43]2[CH:44]=[CH:45][CH:46]=[CH:47][CH:48]=2)[N:23]=1)=[O:21]. The catalyst class is: 29.